This data is from Forward reaction prediction with 1.9M reactions from USPTO patents (1976-2016). The task is: Predict the product of the given reaction. Given the reactants [C:1]([O:5][C:6]([N:8]1[CH2:13][CH2:12][C@@H:11]([NH:14][C:15]2[C:20]([N+:21]([O-])=O)=[CH:19][N:18]=[C:17]3[N:24]([S:27]([C:30]4[CH:35]=[CH:34][CH:33]=[CH:32][CH:31]=4)(=[O:29])=[O:28])[CH:25]=[CH:26][C:16]=23)[C@H:10]([F:36])[CH2:9]1)=[O:7])([CH3:4])([CH3:3])[CH3:2], predict the reaction product. The product is: [C:1]([O:5][C:6]([N:8]1[CH2:13][CH2:12][C@@H:11]([NH:14][C:15]2[C:20]([NH2:21])=[CH:19][N:18]=[C:17]3[N:24]([S:27]([C:30]4[CH:31]=[CH:32][CH:33]=[CH:34][CH:35]=4)(=[O:29])=[O:28])[CH:25]=[CH:26][C:16]=23)[C@H:10]([F:36])[CH2:9]1)=[O:7])([CH3:4])([CH3:2])[CH3:3].